The task is: Predict which catalyst facilitates the given reaction.. This data is from Catalyst prediction with 721,799 reactions and 888 catalyst types from USPTO. (1) Reactant: F[C:2]1[CH:7]=[CH:6][C:5]([C:8]2[O:9][C:10]3[CH:16]=[CH:15][CH:14]=[CH:13][C:11]=3[N:12]=2)=[CH:4][C:3]=1[N+:17]([O-:19])=[O:18].C(=O)([O-])[O-].[K+].[K+].[CH2:26]([NH2:28])[CH3:27].O. Product: [CH2:26]([NH:28][C:2]1[CH:7]=[CH:6][C:5]([C:8]2[O:9][C:10]3[CH:16]=[CH:15][CH:14]=[CH:13][C:11]=3[N:12]=2)=[CH:4][C:3]=1[N+:17]([O-:19])=[O:18])[CH3:27]. The catalyst class is: 8. (2) Reactant: [O:1]1[CH2:3][CH:2]1[CH2:4][N:5]1[CH2:14][CH2:13][C:12]2[C:7](=[CH:8][CH:9]=[CH:10][CH:11]=2)[CH2:6]1.[NH3:15]. Product: [NH2:15][CH2:3][CH:2]([OH:1])[CH2:4][N:5]1[CH2:14][CH2:13][C:12]2[C:7](=[CH:8][CH:9]=[CH:10][CH:11]=2)[CH2:6]1. The catalyst class is: 14. (3) Reactant: [C:1]1([CH2:7][C:8](=[O:10])[CH3:9])[CH:6]=[CH:5][CH:4]=[CH:3][CH:2]=1.[Br:11][C:12]1[CH:19]=[CH:18][C:15]([CH:16]=O)=[CH:14][CH:13]=1.N1CCCCC1. Product: [Br:11][C:12]1[CH:19]=[CH:18][C:15]([CH:16]=[C:7]([C:1]2[CH:6]=[CH:5][CH:4]=[CH:3][CH:2]=2)[C:8](=[O:10])[CH3:9])=[CH:14][CH:13]=1. The catalyst class is: 48. (4) Reactant: [OH:1][C:2]1[CH:14]=[CH:13][C:5]([C:6]([O:8][C:9]([CH3:12])([CH3:11])[CH3:10])=[O:7])=[CH:4][CH:3]=1.[CH2:15](O)[CH:16]=[CH:17][CH3:18].C1(P(C2C=CC=CC=2)C2C=CC=CC=2)C=CC=CC=1.N(C(OC(C)C)=O)=NC(OC(C)C)=O. Product: [C:9]([O:8][C:6]([C:5]1[CH:13]=[CH:14][C:2]([O:1][CH2:15]/[CH:16]=[CH:17]/[CH3:18])=[CH:3][CH:4]=1)=[O:7])([CH3:10])([CH3:11])[CH3:12]. The catalyst class is: 48. (5) Reactant: [F:1][C:2]([F:14])([F:13])[O:3][C:4]1[CH:9]=[CH:8][C:7]([C@H:10]2[CH2:12][O:11]2)=[CH:6][CH:5]=1.[Si:15]([O:22][C@H:23]1[CH2:27][CH2:26][NH:25][CH2:24]1)([C:18]([CH3:21])([CH3:20])[CH3:19])([CH3:17])[CH3:16]. Product: [Si:15]([O:22][C@H:23]1[CH2:27][CH2:26][N:25]([CH2:12][C@H:10]([C:7]2[CH:8]=[CH:9][C:4]([O:3][C:2]([F:14])([F:13])[F:1])=[CH:5][CH:6]=2)[OH:11])[CH2:24]1)([C:18]([CH3:21])([CH3:20])[CH3:19])([CH3:17])[CH3:16]. The catalyst class is: 8. (6) Reactant: [OH:1][C:2]1[CH:3]=[C:4]([NH:11][C:12](=[O:18])[O:13][C:14]([CH3:17])([CH3:16])[CH3:15])[C:5]2[N:6]([N:8]=[CH:9][CH:10]=2)[CH:7]=1.C1C=CC(N([S:26]([C:29]([F:32])([F:31])[F:30])(=[O:28])=[O:27])[S:26]([C:29]([F:32])([F:31])[F:30])(=[O:28])=[O:27])=CC=1.C(N(CC)CC)C. Product: [F:30][C:29]([F:32])([F:31])[S:26]([O:1][C:2]1[CH:3]=[C:4]([NH:11][C:12]([O:13][C:14]([CH3:15])([CH3:17])[CH3:16])=[O:18])[C:5]2[N:6]([N:8]=[CH:9][CH:10]=2)[CH:7]=1)(=[O:28])=[O:27]. The catalyst class is: 96.